The task is: Predict the reaction yield, written as a fraction of the theoretical maximum amount of product (1.0 means a 100% yield; for example, 0.34 means a 34% yield).. This data is from Reaction yield outcomes from USPTO patents with 853,638 reactions. (1) The reactants are [OH:1][C:2]1[CH:6]=[CH:5][S:4][C:3]=1[C:7]([O:9][CH3:10])=[O:8].Br[CH2:12][CH2:13][O:14][C:15]1[CH:20]=[CH:19][CH:18]=[CH:17][CH:16]=1.C(=O)([O-])[O-].[K+].[K+].C(OCC)(=O)C. The product is [O:14]([CH2:13][CH2:12][O:1][C:2]1[CH:6]=[CH:5][S:4][C:3]=1[C:7]([O:9][CH3:10])=[O:8])[C:15]1[CH:20]=[CH:19][CH:18]=[CH:17][CH:16]=1. The catalyst is CN(C)C=O. The yield is 0.930. (2) The reactants are Br[C:2]1[CH:3]=[CH:4][C:5]([O:8][C:9]2[CH:14]=[CH:13][CH:12]=[C:11]([CH:15]=[C:16]3[CH2:25][CH2:24][C:19]4([O:23][CH2:22][CH2:21][O:20]4)[CH2:18][CH2:17]3)[CH:10]=2)=[N:6][CH:7]=1.BrC1[CH:28]=[CH:29][C:30](Cl)=NC=1.FC(F)(F)C1C=CC(OC2C=C(C=C3CCC(N)CC3)C=CC=2)=NC=1.C1(P(C2CCCCC2)C2CCCCC2)CCCCC1.[O-]P([O-])([O-])=O.[K+].[K+].[K+].C1(B(O)O)CC1. The catalyst is C1(C)C=CC=CC=1.O.C([O-])(=O)C.[Pd+2].C([O-])(=O)C. The product is [CH:28]1([C:2]2[CH:3]=[CH:4][C:5]([O:8][C:9]3[CH:14]=[CH:13][CH:12]=[C:11]([CH:15]=[C:16]4[CH2:25][CH2:24][C:19]5([O:23][CH2:22][CH2:21][O:20]5)[CH2:18][CH2:17]4)[CH:10]=3)=[N:6][CH:7]=2)[CH2:29][CH2:30]1. The yield is 0.330. (3) The reactants are [CH3:1][O:2][C:3]1([O:18][CH3:19])[C:8]([NH:9][C:10](=[O:16])[O:11][C:12]([CH3:15])([CH3:14])[CH3:13])=[CH:7][C:6](=[O:17])[CH:5]=[CH:4]1.[OH:20]O.[OH-].[Na+]. The catalyst is O1CCCC1. The product is [CH3:1][O:2][C:3]1([O:18][CH3:19])[C:8]([NH:9][C:10](=[O:16])[O:11][C:12]([CH3:15])([CH3:14])[CH3:13])=[CH:7][C:6](=[O:17])[CH:5]2[CH:4]1[O:20]2. The yield is 0.560. (4) The reactants are NC1N([C:7]2[CH:8]=[C:9]([CH:13]=[CH:14][C:15]=2C)[C:10]([OH:12])=[O:11])N=CC=1C(=O)C1C=CC=CC=1.[C:25]([O:29][C:30](=O)NN)([CH3:28])(C)C.CCN=C=NC[CH2:40][CH2:41][N:42]([CH3:44])C.[CH:45]1C=CC2N(O)N=NC=2[CH:50]=1.[Cl-].[Na+].[OH2:57]. The catalyst is CN(C=O)C. The product is [CH2:45]([O:12][C:10](=[O:11])[C:9]1[CH:13]=[CH:14][CH:15]=[C:7]([O:57][CH2:40][CH2:41][N:42]2[CH2:28][CH2:25][O:29][CH2:30][CH2:44]2)[CH:8]=1)[CH3:50]. The yield is 0.260.